Task: Predict the reactants needed to synthesize the given product.. Dataset: Full USPTO retrosynthesis dataset with 1.9M reactions from patents (1976-2016) (1) Given the product [Br:9][C:10]1[CH:11]=[C:12]([CH:13]=[CH:14][C:15]=1[F:16])[O:17][CH2:2][C:3]([NH:5][CH:6]1[CH2:8][CH2:7]1)=[O:4], predict the reactants needed to synthesize it. The reactants are: Cl[CH2:2][C:3]([NH:5][CH:6]1[CH2:8][CH2:7]1)=[O:4].[Br:9][C:10]1[CH:11]=[C:12]([OH:17])[CH:13]=[CH:14][C:15]=1[F:16].C([O-])([O-])=O.[K+].[K+]. (2) Given the product [C:35]([O:34][C:32]([N:23]([CH2:22][C:19]1[CH:18]=[CH:17][C:16]([S:13]([NH:12][C:10]2[CH:9]=[CH:8][C:3]([C:4]([OH:6])=[O:5])=[C:2]([F:1])[CH:11]=2)(=[O:14])=[O:15])=[CH:21][CH:20]=1)[CH3:24])=[O:33])([CH3:38])([CH3:37])[CH3:36], predict the reactants needed to synthesize it. The reactants are: [F:1][C:2]1[CH:11]=[C:10]([NH:12][S:13]([C:16]2[CH:21]=[CH:20][C:19]([CH2:22][NH:23][CH3:24])=[CH:18][CH:17]=2)(=[O:15])=[O:14])[CH:9]=[CH:8][C:3]=1[C:4]([O:6]C)=[O:5].C(N(CC)CC)C.[C:32](O[C:32]([O:34][C:35]([CH3:38])([CH3:37])[CH3:36])=[O:33])([O:34][C:35]([CH3:38])([CH3:37])[CH3:36])=[O:33]. (3) Given the product [NH:12]1[CH2:13][CH2:14][C@H:10]([O:9][C:1](=[O:8])[C:2]2[CH:3]=[CH:4][CH:5]=[CH:6][CH:7]=2)[CH2:11]1, predict the reactants needed to synthesize it. The reactants are: [C:1]([O:9][C@H:10]1[CH2:14][CH2:13][N:12](C(OC(C)(C)C)=O)[CH2:11]1)(=[O:8])[C:2]1[CH:7]=[CH:6][CH:5]=[CH:4][CH:3]=1.C(C(O)=O)(F)(F)F. (4) Given the product [Cl:31][C:28]1[CH:27]=[C:23]([C:24](=[O:25])[NH:59][C:60]2([C:63]3[CH:72]=[CH:71][C:66]([C:67]([O:69][CH3:70])=[O:68])=[CH:65][CH:64]=3)[CH2:62][CH2:61]2)[C:22]([N:20]2[CH2:21][CH:18]([O:17][C:16]3[CH:15]=[C:14]([N:11]4[CH2:12][CH2:13][N:8]([C:6]([O:5][C:1]([CH3:4])([CH3:3])[CH3:2])=[O:7])[CH2:9][CH2:10]4)[CH:34]=[CH:33][CH:32]=3)[CH2:19]2)=[N:30][CH:29]=1, predict the reactants needed to synthesize it. The reactants are: [C:1]([O:5][C:6]([N:8]1[CH2:13][CH2:12][N:11]([C:14]2[CH:15]=[C:16]([CH:32]=[CH:33][CH:34]=2)[O:17][CH:18]2[CH2:21][N:20]([C:22]3[N:30]=[CH:29][C:28]([Cl:31])=[CH:27][C:23]=3[C:24](O)=[O:25])[CH2:19]2)[CH2:10][CH2:9]1)=[O:7])([CH3:4])([CH3:3])[CH3:2].O.ON1C2C=CC=CC=2N=N1.Cl.C(N=C=NCCCN(C)C)C.Cl.[NH2:59][C:60]1([C:63]2[CH:72]=[CH:71][C:66]([C:67]([O:69][CH3:70])=[O:68])=[CH:65][CH:64]=2)[CH2:62][CH2:61]1.C(N(CC)CC)C. (5) Given the product [Br:1][C:2]1[CH:3]=[CH:4][C:5]([O:10][C:11]2[CH:16]=[C:15]([CH3:17])[CH:14]=[CH:13][C:12]=2[CH3:18])=[C:6]([CH:7]=[N:40][C:38]([O:47][Si:20]([CH3:22])([CH3:21])[CH3:19])=[CH2:39])[CH:9]=1, predict the reactants needed to synthesize it. The reactants are: [Br:1][C:2]1[CH:3]=[CH:4][C:5]([O:10][C:11]2[CH:16]=[C:15]([CH3:17])[CH:14]=[CH:13][C:12]=2[CH3:18])=[C:6]([CH:9]=1)[CH:7]=O.[CH3:19][Si:20](N[Si:20]([CH3:22])([CH3:21])[CH3:19])([CH3:22])[CH3:21].C([Li])CCC.C[Si](Cl)(C)C.[CH2:38]([N:40](CC)CC)[CH3:39].C(Cl)(=[O:47])C. (6) Given the product [CH2:43]([N:50]1[CH2:55][CH2:54][CH:53]([NH:56][C:35]([NH:4][C:3]2[CH:5]=[CH:6][C:7]([O:9][C:10]3[C:19]4[C:14](=[CH:15][C:16]([O:22][CH3:23])=[C:17]([O:20][CH3:21])[CH:18]=4)[N:13]=[CH:12][N:11]=3)=[CH:8][C:2]=2[Cl:1])=[O:41])[CH2:52][CH2:51]1)[C:44]1[CH:45]=[CH:46][CH:47]=[CH:48][CH:49]=1, predict the reactants needed to synthesize it. The reactants are: [Cl:1][C:2]1[CH:8]=[C:7]([O:9][C:10]2[C:19]3[C:14](=[CH:15][C:16]([O:22][CH3:23])=[C:17]([O:20][CH3:21])[CH:18]=3)[N:13]=[CH:12][N:11]=2)[CH:6]=[CH:5][C:3]=1[NH2:4].C(N(CC)CC)C.ClC(Cl)(O[C:35](=[O:41])OC(Cl)(Cl)Cl)Cl.[CH2:43]([N:50]1[CH2:55][CH2:54][CH:53]([NH2:56])[CH2:52][CH2:51]1)[C:44]1[CH:49]=[CH:48][CH:47]=[CH:46][CH:45]=1.